Dataset: Full USPTO retrosynthesis dataset with 1.9M reactions from patents (1976-2016). Task: Predict the reactants needed to synthesize the given product. (1) The reactants are: [N:1]1[CH:6]=[CH:5][CH:4]=[C:3]([C:7]2[S:8][CH:9]=[C:10]([C:12]([OH:14])=O)[N:11]=2)[CH:2]=1.[NH2:15][C:16]1[CH:24]=[CH:23][CH:22]=[CH:21][C:17]=1[C:18]([NH2:20])=[O:19].O.ON1C2C=CC=CC=2N=N1.C1(N=C=NCCN2CCOCC2)CCCCC1. Given the product [NH2:20][C:18]([C:17]1[CH:21]=[CH:22][CH:23]=[CH:24][C:16]=1[NH:15][C:12]([C:10]1[N:11]=[C:7]([C:3]2[CH:2]=[N:1][CH:6]=[CH:5][CH:4]=2)[S:8][CH:9]=1)=[O:14])=[O:19], predict the reactants needed to synthesize it. (2) Given the product [C:31]([N:12]1[CH2:11][CH2:10][C:9]2[C:14](=[CH:15][C:16]([NH:18][C:19](=[O:23])[CH:20]([CH3:21])[CH3:22])=[CH:17][C:8]=2[C:3]2[CH:4]=[CH:5][CH:6]=[CH:7][C:2]=2[Cl:1])[CH2:13]1)(=[O:38])[C:32]1[CH:37]=[CH:36][CH:35]=[CH:34][CH:33]=1, predict the reactants needed to synthesize it. The reactants are: [Cl:1][C:2]1[CH:7]=[CH:6][CH:5]=[CH:4][C:3]=1[C:8]1[CH:17]=[C:16]([NH:18][C:19](=[O:23])[CH:20]([CH3:22])[CH3:21])[CH:15]=[C:14]2[C:9]=1[CH2:10][CH2:11][NH:12][CH2:13]2.C(N(CC)CC)C.[C:31](Cl)(=[O:38])[C:32]1[CH:37]=[CH:36][CH:35]=[CH:34][CH:33]=1. (3) Given the product [NH:1]1[C:9]2[C:4](=[CH:5][CH:6]=[CH:7][CH:8]=2)[C:3]([CH:10]([C:3]2[C:4]3[C:9](=[CH:8][CH:7]=[CH:6][CH:5]=3)[NH:1][CH:2]=2)[CH2:11][CH2:12][CH3:13])=[CH:2]1, predict the reactants needed to synthesize it. The reactants are: [NH:1]1[C:9]2[C:4](=[CH:5][CH:6]=[CH:7][CH:8]=2)[CH:3]=[CH:2]1.[CH:10](=O)[CH2:11][CH2:12][CH3:13]. (4) Given the product [C:1]([C@:3]12[CH2:28][C@@H:27]([OH:29])[CH2:26][CH2:25][C@:24]1([CH3:30])[C:23]1[CH2:22][CH2:21][C@@:20]3([CH3:31])[C@@H:7]([CH2:8][CH2:9][C@@H:10]3[C@H:11]([CH3:19])[CH2:12][CH:13]3[CH2:14][CH2:15][CH2:16][CH2:17][CH2:18]3)[C:6]=1[CH2:5][CH2:4]2)#[N:2].[C:1]([C@:3]12[CH2:28][C@H:27]([OH:29])[CH2:26][CH2:25][C@:24]1([CH3:30])[C:23]1[CH2:22][CH2:21][C@@:20]3([CH3:31])[C@@H:7]([CH2:8][CH2:9][C@@H:10]3[C@H:11]([CH3:19])[CH2:12][CH:13]3[CH2:14][CH2:15][CH2:16][CH2:17][CH2:18]3)[C:6]=1[CH2:5][CH2:4]2)#[N:2], predict the reactants needed to synthesize it. The reactants are: [C:1]([C@:3]12[CH2:28][C:27](=[O:29])[CH2:26][CH2:25][C@:24]1([CH3:30])[C:23]1[CH2:22][CH2:21][C@@:20]3([CH3:31])[C@@H:7]([CH2:8][CH2:9][C@@H:10]3[C@H:11]([CH3:19])[CH2:12][CH:13]3[CH2:18][CH2:17][CH2:16][CH2:15][CH2:14]3)[C:6]=1[CH2:5][CH2:4]2)#[N:2].[BH4-].[Na+]. (5) Given the product [NH2:26][C:24]([C@@H:20]1[CH2:21][CH2:22][CH2:23][N:19]1[C:14]([C@@H:13]1[C@H:12]2[CH2:17][C@H:9]([C@H:10]([OH:18])[CH2:11]2)[N:8]1[C:6]([O:5][C:1]([CH3:2])([CH3:3])[CH3:4])=[O:7])=[O:16])=[O:25], predict the reactants needed to synthesize it. The reactants are: [C:1]([O:5][C:6]([N:8]1[C@H:13]([C:14]([OH:16])=O)[C@H:12]2[CH2:17][C@@H:9]1[C@H:10]([OH:18])[CH2:11]2)=[O:7])([CH3:4])([CH3:3])[CH3:2].[NH:19]1[CH2:23][CH2:22][CH2:21][C@H:20]1[C:24]([NH2:26])=[O:25].O.ON1C2C=CC=CC=2N=N1.Cl.CN(C)CCCN=C=NCC.C(N(C(C)C)CC)(C)C. (6) Given the product [F:5][C:6]1[CH:11]=[CH:10][C:9]([S:12]([N:3]([CH3:4])[CH3:2])(=[O:14])=[O:13])=[CH:8][CH:7]=1, predict the reactants needed to synthesize it. The reactants are: Cl.[CH3:2][NH:3][CH3:4].[F:5][C:6]1[CH:11]=[CH:10][C:9]([S:12](Cl)(=[O:14])=[O:13])=[CH:8][CH:7]=1.C(N(CC)C(C)C)(C)C. (7) The reactants are: [Cl:1][C:2]1[CH:8]=[CH:7][C:5]([NH2:6])=[CH:4][C:3]=1[C:9]1[CH:14]=[CH:13][CH:12]=[CH:11][N:10]=1.[CH3:15][O:16][CH2:17][CH2:18][S:19]([C:22]1[CH:30]=[CH:29][C:25]([C:26](O)=[O:27])=[CH:24][CH:23]=1)(=[O:21])=[O:20]. Given the product [Cl:1][C:2]1[CH:8]=[CH:7][C:5]([NH:6][C:26](=[O:27])[C:25]2[CH:24]=[CH:23][C:22]([S:19]([CH2:18][CH2:17][O:16][CH3:15])(=[O:21])=[O:20])=[CH:30][CH:29]=2)=[CH:4][C:3]=1[C:9]1[CH:14]=[CH:13][CH:12]=[CH:11][N:10]=1, predict the reactants needed to synthesize it.